This data is from Reaction yield outcomes from USPTO patents with 853,638 reactions. The task is: Predict the reaction yield, written as a fraction of the theoretical maximum amount of product (1.0 means a 100% yield; for example, 0.34 means a 34% yield). (1) The catalyst is O1CCCC1. The reactants are C([O:3][C:4]1[CH2:13][C:12]2[C:11]([NH2:14])=[CH:10][CH:9]=[CH:8][C:7]=2[CH2:6][CH:5]=1)C.Cl.[Na]. The product is [NH2:14][C:11]1[CH:10]=[CH:9][CH:8]=[C:7]2[C:12]=1[CH2:13][C:4](=[O:3])[CH2:5][CH2:6]2. The yield is 0.780. (2) The reactants are C(N(CC)CC)C.[Si:8]([O:15][CH2:16][CH:17]([C:19]1[CH:24]=[CH:23][C:22]([Cl:25])=[C:21]([F:26])[CH:20]=1)[OH:18])([C:11]([CH3:14])([CH3:13])[CH3:12])([CH3:10])[CH3:9].[CH3:27][S:28](Cl)(=[O:30])=[O:29]. The catalyst is C(Cl)Cl. The product is [CH3:27][S:28]([O:18][CH:17]([C:19]1[CH:24]=[CH:23][C:22]([Cl:25])=[C:21]([F:26])[CH:20]=1)[CH2:16][O:15][Si:8]([C:11]([CH3:14])([CH3:13])[CH3:12])([CH3:10])[CH3:9])(=[O:30])=[O:29]. The yield is 0.958. (3) The reactants are [Cl:1][C:2]1[S:3][CH:4]=[C:5]([CH3:7])[N:6]=1.S(Cl)(Cl)=O.[Cl:12][S:13](O)(=[O:15])=[O:14]. No catalyst specified. The product is [Cl:1][C:2]1[S:3][C:4]([S:13]([Cl:12])(=[O:15])=[O:14])=[C:5]([CH3:7])[N:6]=1. The yield is 0.430. (4) The reactants are FC1C=C(NC(C2(C(NC3C=CC(F)=CC=3)=O)CC2)=O)C=CC=1OC1C2C(=CC(OC)=C(OC)C=2)[N:12]=[C:11](NC)C=1.[CH3:41][O:42][C:43]1[CH:44]=[C:45]([NH:51][C:52](SC)=[C:53]2[C:58](=[O:59])[O:57][C:56]([CH3:61])([CH3:60])[O:55][C:54]2=[O:62])[CH:46]=[CH:47][C:48]=1[O:49][CH3:50].CN. The catalyst is C1COCC1.Cl[Hg]Cl. The product is [CH3:41][O:42][C:43]1[CH:44]=[C:45]([NH:51][C:52]([NH:12][CH3:11])=[C:53]2[C:58](=[O:59])[O:57][C:56]([CH3:61])([CH3:60])[O:55][C:54]2=[O:62])[CH:46]=[CH:47][C:48]=1[O:49][CH3:50]. The yield is 0.990. (5) The reactants are [F:1][C:2]([F:18])([C:8]1[CH:9]=[C:10]2[C:15](=[CH:16][CH:17]=1)[N:14]=[CH:13][CH:12]=[CH:11]2)[C:3](OCC)=[O:4].[NH2:19][NH2:20].Cl. The yield is 0.910. The product is [F:1][C:2]([F:18])([C:8]1[CH:9]=[C:10]2[C:15](=[CH:16][CH:17]=1)[N:14]=[CH:13][CH:12]=[CH:11]2)[C:3]([NH:19][NH2:20])=[O:4]. The catalyst is C(O)C. (6) The reactants are [NH2:1][C:2]1[CH:10]=[CH:9][CH:8]=[C:7]([Cl:11])[C:3]=1[C:4]([OH:6])=O.O=S(Cl)Cl.[NH2:16][C:17]1[C:18]([CH3:23])=[CH:19][CH:20]=[CH:21][CH:22]=1.C(Cl)(Cl)Cl. The catalyst is C1C=CC=CC=1. The product is [NH2:1][C:2]1[CH:10]=[CH:9][CH:8]=[C:7]([Cl:11])[C:3]=1[C:4]([NH:16][C:17]1[CH:22]=[CH:21][CH:20]=[CH:19][C:18]=1[CH3:23])=[O:6]. The yield is 0.550. (7) The reactants are [C:1]([NH:4][CH:5]([C:11](=O)[CH3:12])[C:6]([O:8][CH2:9][CH3:10])=[O:7])(=O)[CH3:2].[NH2:14][C:15]1[CH:20]=[CH:19][CH:18]=[CH:17][CH:16]=1.FC(F)(F)C(O)=O. The catalyst is C(#N)CCC. The product is [CH3:2][C:1]1[N:14]([C:15]2[CH:20]=[CH:19][CH:18]=[CH:17][CH:16]=2)[C:11]([CH3:12])=[C:5]([C:6]([O:8][CH2:9][CH3:10])=[O:7])[N:4]=1. The yield is 0.760.